Dataset: Reaction yield outcomes from USPTO patents with 853,638 reactions. Task: Predict the reaction yield, written as a fraction of the theoretical maximum amount of product (1.0 means a 100% yield; for example, 0.34 means a 34% yield). (1) The reactants are [CH3:1][S@:2](=[O:24])([C:18]1[CH:23]=[CH:22][CH:21]=[CH:20][CH:19]=1)=[N:3][C:4](=[O:17])[C:5]1[CH:10]=[C:9]([C:11]#[C:12][Si](C)(C)C)[CH:8]=[N:7][CH:6]=1.I[C:26]1[CH:27]=[C:28]([CH:32]=[CH:33][CH:34]=1)[C:29]([OH:31])=[O:30].C(N(CC)CC)C.[H][H].N#N.[F-].C([N+](CCCC)(CCCC)CCCC)CCC. The catalyst is CN(C=O)C.Cl[Pd](Cl)([P](C1C=CC=CC=1)(C1C=CC=CC=1)C1C=CC=CC=1)[P](C1C=CC=CC=1)(C1C=CC=CC=1)C1C=CC=CC=1.[Cu]I.C1(P(C2C=CC=CC=2)C2C=CC=CC=2)C=CC=CC=1. The product is [CH3:1][S@:2](=[N:3][C:4]([C:5]1[CH:10]=[C:9]([C:11]#[C:12][C:26]2[CH:27]=[C:28]([CH:32]=[CH:33][CH:34]=2)[C:29]([OH:31])=[O:30])[CH:8]=[N:7][CH:6]=1)=[O:17])(=[O:24])[C:18]1[CH:23]=[CH:22][CH:21]=[CH:20][CH:19]=1. The yield is 0.740. (2) The reactants are [Br:1][C:2]1[C:10]2[C:5](=[N:6][CH:7]=[N:8][C:9]=2Cl)[N:4]([CH:12]2[CH2:21][CH2:20][C:15]3([O:19][CH2:18][CH2:17][O:16]3)[CH2:14][CH2:13]2)[N:3]=1.[NH3:22]. The catalyst is O1CCOCC1. The product is [Br:1][C:2]1[C:10]2[C:5](=[N:6][CH:7]=[N:8][C:9]=2[NH2:22])[N:4]([CH:12]2[CH2:21][CH2:20][C:15]3([O:19][CH2:18][CH2:17][O:16]3)[CH2:14][CH2:13]2)[N:3]=1. The yield is 0.610.